From a dataset of Full USPTO retrosynthesis dataset with 1.9M reactions from patents (1976-2016). Predict the reactants needed to synthesize the given product. (1) Given the product [Cl:12][C:7]1[CH:8]=[CH:9][CH:10]=[CH:11][C:6]=1[CH:5]([O:13][CH:14]1[CH2:17][N:16]([C:41]([NH:39][CH2:38][CH:37]=[CH2:40])=[O:42])[CH2:15]1)[C:4]1[CH:18]=[CH:19][CH:20]=[CH:21][C:3]=1[Cl:2], predict the reactants needed to synthesize it. The reactants are: Cl.[Cl:2][C:3]1[CH:21]=[CH:20][CH:19]=[CH:18][C:4]=1[CH:5]([O:13][CH:14]1[CH2:17][NH:16][CH2:15]1)[C:6]1[CH:11]=[CH:10][CH:9]=[CH:8][C:7]=1[Cl:12].[N-]=C=O.ClC1C=CC=CC=1C(O[CH:37]1[CH2:40][N:39]([C:41](NC(C)(C)C)=[O:42])[CH2:38]1)C1C=CC=CC=1Cl. (2) Given the product [Cl:31][C:23]1[CH:24]=[C:25]([F:30])[C:26]([O:28][CH3:29])=[CH:27][C:22]=1[C:20]1[CH:19]=[C:4]2[C:3]([C@:2]3([CH3:1])[C:8]([CH3:10])([CH3:9])[C@H:5]2[CH2:6][CH2:7]3)=[N:34][N:33]=1, predict the reactants needed to synthesize it. The reactants are: [CH3:1][C@@:2]12[C:8]([CH3:10])([CH3:9])[C@@H:5]([CH2:6][CH2:7]1)[C:4](=O)[C:3]2=O.COP([CH2:19][C:20]([C:22]1[CH:27]=[C:26]([O:28][CH3:29])[C:25]([F:30])=[CH:24][C:23]=1[Cl:31])=O)(=O)OC.O.[NH2:33][NH2:34]. (3) Given the product [NH:21]1[C:20]2[CH:30]=[CH:31][CH:32]=[CH:33][C:19]=2[N:18]=[C:17]1[C:4]1[C:5](=[O:16])[NH:6][N:7]=[C:2]([C:38]2[CH:39]=[CH:40][N:41]=[C:36]([S:35][CH3:34])[N:37]=2)[CH:3]=1, predict the reactants needed to synthesize it. The reactants are: Cl[C:2]1[CH:3]=[C:4]([C:17]2[N:21](COCC[Si](C)(C)C)[C:20]3[CH:30]=[CH:31][CH:32]=[CH:33][C:19]=3[N:18]=2)[C:5](=[O:16])[N:6](COCC[Si](C)(C)C)[N:7]=1.[CH3:34][S:35][C:36]1[N:41]=[C:40]([Sn](CCCC)(CCCC)CCCC)[CH:39]=[CH:38][N:37]=1.[F-].[K+]. (4) Given the product [CH2:20]([CH:2]([Cl:10])[C:3]1[CH:8]=[CH:7][CH:6]=[CH:5][CH:4]=1)[CH2:11][C:12]1[CH:17]=[CH:16][CH:15]=[CH:14][CH:13]=1, predict the reactants needed to synthesize it. The reactants are: Cl[CH:2]([Cl:10])[C:3]1[C:4](C)=[CH:5][CH:6]=[CH:7][CH:8]=1.[CH2:11]([Mg]Cl)[C:12]1[CH:17]=[CH:16][CH:15]=[CH:14][CH:13]=1.[CH3:20]COCC.